Dataset: Full USPTO retrosynthesis dataset with 1.9M reactions from patents (1976-2016). Task: Predict the reactants needed to synthesize the given product. (1) Given the product [NH2:29][C:24]1[CH:25]=[CH:26][CH:27]=[CH:28][C:23]=1[NH:22][C:20]([C:19]1[CH:18]=[CH:17][C:16]([CH2:15][N:14]2[CH2:40][C:39](=[CH2:38])[C:2]3[C:3](=[CH:4][CH:5]=[CH:6][CH:7]=3)[CH:8]2[CH2:9][C:10]([O:12][CH3:13])=[O:11])=[CH:31][CH:30]=1)=[O:21], predict the reactants needed to synthesize it. The reactants are: I[C:2]1[CH:7]=[CH:6][CH:5]=[CH:4][C:3]=1[CH:8]=[CH:9][C:10]([O:12][CH3:13])=[O:11].[NH2:14][CH2:15][C:16]1[CH:31]=[CH:30][C:19]([C:20]([NH:22][C:23]2[CH:28]=[CH:27][CH:26]=[CH:25][C:24]=2[NH2:29])=[O:21])=[CH:18][CH:17]=1.C([O-])([O-])=O.[K+].[K+].[CH2:38]=[C:39]=[CH2:40]. (2) Given the product [Cl:1][C:2]1[C:3]([CH3:8])=[N:4][O:5][C:6]=1[NH:7][S:27]([C:19]1[C:20]2[CH:26]=[CH:25][CH:24]=[CH:23][C:21]=2[S:22][C:18]=1[CH2:17][C:16]1[CH:15]=[CH:14][C:13]([N:12]([CH3:11])[CH3:33])=[CH:32][CH:31]=1)(=[O:28])=[O:29], predict the reactants needed to synthesize it. The reactants are: [Cl:1][C:2]1[C:3]([CH3:8])=[N:4][O:5][C:6]=1[NH2:7].[H-].[Na+].[CH3:11][N:12]([CH3:33])[C:13]1[CH:32]=[CH:31][C:16]([CH2:17][C:18]2[S:22][C:21]3[CH:23]=[CH:24][CH:25]=[CH:26][C:20]=3[C:19]=2[S:27](Cl)(=[O:29])=[O:28])=[CH:15][CH:14]=1.C1COCC1. (3) Given the product [C:39]([C:2]1[C:3]2[C:10]([C:11]([C:13]3[C:14]([F:34])=[C:15]([NH:20][S:21]([C:24]4[CH:25]=[CH:26][C:27]([C:30]([F:33])([F:32])[F:31])=[CH:28][CH:29]=4)(=[O:22])=[O:23])[CH:16]=[CH:17][C:18]=3[F:19])=[O:12])=[CH:9][NH:8][C:4]=2[N:5]=[CH:6][N:7]=1)#[N:40], predict the reactants needed to synthesize it. The reactants are: Cl[C:2]1[C:3]2[C:10]([C:11]([C:13]3[C:14]([F:34])=[C:15]([NH:20][S:21]([C:24]4[CH:29]=[CH:28][C:27]([C:30]([F:33])([F:32])[F:31])=[CH:26][CH:25]=4)(=[O:23])=[O:22])[CH:16]=[CH:17][C:18]=3[F:19])=[O:12])=[CH:9][NH:8][C:4]=2[N:5]=[CH:6][N:7]=1.CS(C)=O.[C-:39]#[N:40].[K+]. (4) Given the product [Cl:14][C:15]1[CH:23]=[N:22][CH:21]=[CH:20][C:16]=1[C:17]([NH:1][C:2]1[CH:7]=[C:6]([Cl:8])[C:5]([C:9]([F:12])([F:10])[F:11])=[CH:4][C:3]=1[OH:13])=[O:18], predict the reactants needed to synthesize it. The reactants are: [NH2:1][C:2]1[CH:7]=[C:6]([Cl:8])[C:5]([C:9]([F:12])([F:11])[F:10])=[CH:4][C:3]=1[OH:13].[Cl:14][C:15]1[CH:23]=[N:22][CH:21]=[CH:20][C:16]=1[C:17](O)=[O:18].CCN=C=NCCCN(C)C.N1C=CC=CC=1. (5) Given the product [F:29][C:30]([F:41])([F:40])[C:31]([NH:18][C:13]1[N:14]=[CH:15][C:16]2[C:11]([CH:12]=1)=[CH:10][CH:9]=[C:8]([C:6]1[CH:7]=[C:2]([F:1])[CH:3]=[CH:4][C:5]=1[CH3:19])[CH:17]=2)=[O:32], predict the reactants needed to synthesize it. The reactants are: [F:1][C:2]1[CH:3]=[CH:4][C:5]([CH3:19])=[C:6]([C:8]2[CH:17]=[C:16]3[C:11]([CH:12]=[C:13]([NH2:18])[N:14]=[CH:15]3)=[CH:10][CH:9]=2)[CH:7]=1.C(N(CC)C(C)C)(C)C.[F:29][C:30]([F:41])([F:40])[C:31](O[C:31](=[O:32])[C:30]([F:41])([F:40])[F:29])=[O:32].O. (6) Given the product [Cl:13][C:14]1[C:19]([Cl:20])=[CH:18][CH:17]=[CH:16][C:15]=1[S:21]([NH:1][C:2]1[N:3]=[N:4][C:5]([Cl:10])=[CH:6][C:7]=1[O:8][CH3:9])(=[O:23])=[O:22], predict the reactants needed to synthesize it. The reactants are: [NH2:1][C:2]1[N:3]=[N:4][C:5]([Cl:10])=[CH:6][C:7]=1[O:8][CH3:9].[H-].[Na+].[Cl:13][C:14]1[C:19]([Cl:20])=[CH:18][CH:17]=[CH:16][C:15]=1[S:21](Cl)(=[O:23])=[O:22].C(O)(=O)C. (7) The reactants are: [F:1][C:2]1[CH:7]=[CH:6][C:5]([C:8]2[C:20]([CH:21](O)[C:22]3[CH:27]=[CH:26][C:25]([C:28]([F:31])([F:30])[F:29])=[CH:24][CH:23]=3)=[C:19]([CH:33]([CH3:35])[CH3:34])[CH:18]=[C:17]3[C:9]=2[C:10](=[O:36])[CH2:11][C:12]2([O:16]3)[CH2:15][CH2:14][CH2:13]2)=[CH:4][CH:3]=1.C(N(S(F)(F)[F:43])CC)C.O. Given the product [F:1][C:2]1[CH:3]=[CH:4][C:5]([C:8]2[C:20]([CH:21]([F:43])[C:22]3[CH:23]=[CH:24][C:25]([C:28]([F:29])([F:31])[F:30])=[CH:26][CH:27]=3)=[C:19]([CH:33]([CH3:34])[CH3:35])[CH:18]=[C:17]3[C:9]=2[C:10](=[O:36])[CH2:11][C:12]2([O:16]3)[CH2:13][CH2:14][CH2:15]2)=[CH:6][CH:7]=1, predict the reactants needed to synthesize it.